Dataset: Catalyst prediction with 721,799 reactions and 888 catalyst types from USPTO. Task: Predict which catalyst facilitates the given reaction. (1) Reactant: [C:1]([C:3]1[CH:4]=[C:5]([CH:20]=[CH:21][CH:22]=1)[CH2:6][NH:7][C:8]1[CH:13]=[C:12]([C:14]2[NH:18][N:17]=[N:16][N:15]=2)[CH:11]=[CH:10][C:9]=1[F:19])#[CH:2].CN1CCOCC1.[C:30](Cl)(=[O:35])[CH2:31][CH2:32][CH2:33][CH3:34]. Product: [C:1]([C:3]1[CH:4]=[C:5]([CH:20]=[CH:21][CH:22]=1)[CH2:6][N:7]([C:8]1[CH:13]=[C:12]([C:14]2[NH:15][N:16]=[N:17][N:18]=2)[CH:11]=[CH:10][C:9]=1[F:19])[C:30](=[O:35])[CH2:31][CH2:32][CH2:33][CH3:34])#[CH:2]. The catalyst class is: 3. (2) Reactant: [NH2:1][C:2]1[C:3]([C:7]([NH:9][CH2:10][C:11]2[CH:16]=[CH:15][C:14]([O:17][CH3:18])=[CH:13][C:12]=2[O:19][CH3:20])=[O:8])=[N:4][NH:5][CH:6]=1.[O-:21][C:22]#[N:23].[Na+].O1CCCC1.CC(O)=O. Product: [NH2:23][C:22]([NH:1][C:2]1[C:3]([C:7]([NH:9][CH2:10][C:11]2[CH:16]=[CH:15][C:14]([O:17][CH3:18])=[CH:13][C:12]=2[O:19][CH3:20])=[O:8])=[N:4][NH:5][CH:6]=1)=[O:21]. The catalyst class is: 6. (3) Reactant: [CH:1]1([C@H:4]2[C@H:13]([CH3:14])[C@@H:12]([NH:15][C:16]3[CH:21]=[CH:20][CH:19]=[C:18]([O:22]C)[N:17]=3)[C:11]3[C:6](=[CH:7][CH:8]=[C:9]([F:24])[CH:10]=3)[N:5]2[C:25](=[O:27])[CH3:26])[CH2:3][CH2:2]1.[I-].[Na+]. Product: [CH:1]1([C@H:4]2[C@H:13]([CH3:14])[C@@H:12]([NH:15][C:16]3[CH:21]=[CH:20][CH:19]=[C:18]([OH:22])[N:17]=3)[C:11]3[C:6](=[CH:7][CH:8]=[C:9]([F:24])[CH:10]=3)[N:5]2[C:25](=[O:27])[CH3:26])[CH2:2][CH2:3]1. The catalyst class is: 10. (4) Reactant: [OH:1][CH2:2][CH:3]1[O:7][C:6](=[O:8])[N:5]([C:9]2[CH:10]=[CH:11][C:12]3[C:18](=[O:19])[CH2:17][CH2:16][CH2:15][O:14][C:13]=3[CH:20]=2)[CH2:4]1.CCN(CC)CC.C1COCC1.[CH3:33][S:34](Cl)(=[O:36])=[O:35]. Product: [CH3:33][S:34]([O:1][CH2:2][CH:3]1[O:7][C:6](=[O:8])[N:5]([C:9]2[CH:10]=[CH:11][C:12]3[C:18](=[O:19])[CH2:17][CH2:16][CH2:15][O:14][C:13]=3[CH:20]=2)[CH2:4]1)(=[O:36])=[O:35]. The catalyst class is: 243. (5) Reactant: [CH3:1][O:2][C:3]([C:5]1[S:6][CH:7]=[C:8](C)[C:9]=1[NH2:10])=[O:4].[F:12][C:13]([F:24])([F:23])[C:14](O[C:14](=[O:15])[C:13]([F:24])([F:23])[F:12])=[O:15].N1C=CC=CC=1.Cl. The catalyst class is: 2. Product: [CH3:1][O:2][C:3]([C:5]1[S:6][CH:7]=[CH:8][C:9]=1[NH:10][C:14](=[O:15])[C:13]([F:24])([F:23])[F:12])=[O:4].